This data is from Catalyst prediction with 721,799 reactions and 888 catalyst types from USPTO. The task is: Predict which catalyst facilitates the given reaction. (1) Reactant: Br[C:2]1[CH:3]=[CH:4][C:5]([C:8]([F:11])([F:10])[F:9])=[N:6][CH:7]=1.[Cl:12][C:13]1[C:22]2[C:17](=[CH:18][CH:19]=[C:20]([C:23]([C:25]3[N:29]([CH3:30])[CH:28]=[N:27][CH:26]=3)=[O:24])[CH:21]=2)[N:16]=[C:15]([O:31][CH3:32])[C:14]=1[CH2:33][C:34]1[CH:39]=[CH:38][C:37]([S:40]([CH3:43])(=[O:42])=[O:41])=[CH:36][CH:35]=1. Product: [Cl:12][C:13]1[C:22]2[C:17](=[CH:18][CH:19]=[C:20]([C:23]([C:25]3[N:29]([CH3:30])[CH:28]=[N:27][CH:26]=3)([C:2]3[CH:7]=[N:6][C:5]([C:8]([F:11])([F:10])[F:9])=[CH:4][CH:3]=3)[OH:24])[CH:21]=2)[N:16]=[C:15]([O:31][CH3:32])[C:14]=1[CH2:33][C:34]1[CH:35]=[CH:36][C:37]([S:40]([CH3:43])(=[O:41])=[O:42])=[CH:38][CH:39]=1. The catalyst class is: 1. (2) Reactant: [O-:1][N+:2]1[C:7]2[CH:8]=[CH:9][CH:10]=[CH:11][C:6]=2[N:5]=[C:4]([N:12]2[CH2:17][CH2:16][CH:15]([C:18]([NH:20][C:21]3[S:22][CH:23]=[CH:24][C:25]=3[C:26]([O:28]C)=[O:27])=[O:19])[CH2:14][CH2:13]2)[N:3]=1.Cl.[NH+]1C=CC=CC=1. Product: [O-:1][N+:2]1[C:7]2[CH:8]=[CH:9][CH:10]=[CH:11][C:6]=2[N:5]=[C:4]([N:12]2[CH2:17][CH2:16][CH:15]([C:18]([NH:20][C:21]3[S:22][CH:23]=[CH:24][C:25]=3[C:26]([OH:28])=[O:27])=[O:19])[CH2:14][CH2:13]2)[N:3]=1. The catalyst class is: 17. (3) Reactant: CC1C=CC(S([O-])=O)=CC=1.[Na+].C([N:15]([S:41]([CH2:44][C:45]1[CH:50]=[CH:49][CH:48]=[CH:47][CH:46]=1)(=[O:43])=[O:42])[C:16]([CH:18]1[CH2:23][CH2:22][N:21]([C:24]2[C:34]([C:35]#[N:36])=[CH:33][C:27]([C:28]([O:30][CH2:31][CH3:32])=[O:29])=[C:26]([O:37][CH2:38][CH2:39][F:40])[N:25]=2)[CH2:20][CH2:19]1)=[O:17])C=C. Product: [CH2:44]([S:41]([NH:15][C:16]([CH:18]1[CH2:19][CH2:20][N:21]([C:24]2[C:34]([C:35]#[N:36])=[CH:33][C:27]([C:28]([O:30][CH2:31][CH3:32])=[O:29])=[C:26]([O:37][CH2:38][CH2:39][F:40])[N:25]=2)[CH2:22][CH2:23]1)=[O:17])(=[O:43])=[O:42])[C:45]1[CH:46]=[CH:47][CH:48]=[CH:49][CH:50]=1. The catalyst class is: 532. (4) Product: [CH3:13][O:12][C@@H:4]1[CH2:3][C@H:2]([O:1][S:15]([CH3:14])(=[O:17])=[O:16])[CH2:7][CH2:6][C@@H:5]1[C:8]([O:10][CH3:11])=[O:9]. Reactant: [OH:1][C@@H:2]1[CH2:7][CH2:6][C@H:5]([C:8]([O:10][CH3:11])=[O:9])[C@H:4]([O:12][CH3:13])[CH2:3]1.[CH3:14][S:15](Cl)(=[O:17])=[O:16]. The catalyst class is: 4. (5) The catalyst class is: 476. Product: [CH3:1][O:2][C:3](=[O:10])/[CH:4]=[C:5](\[CH3:9])/[CH2:6][CH2:7][S:11][C:12]1[N:16]([C:17]2[CH:22]=[CH:21][CH:20]=[CH:19][CH:18]=2)[N:15]=[N:14][N:13]=1. Reactant: [CH3:1][O:2][C:3](=[O:10])/[CH:4]=[C:5](\[CH3:9])/[CH2:6][CH2:7]O.[SH:11][C:12]1[N:16]([C:17]2[CH:22]=[CH:21][CH:20]=[CH:19][CH:18]=2)[N:15]=[N:14][N:13]=1.C1(P(C2C=CC=CC=2)C2C=CC=CC=2)C=CC=CC=1.CC(OC(/N=N/C(OC(C)C)=O)=O)C.